Dataset: Catalyst prediction with 721,799 reactions and 888 catalyst types from USPTO. Task: Predict which catalyst facilitates the given reaction. Reactant: [F:1][C:2]1[CH:23]=[CH:22][CH:21]=[C:20]([F:24])[C:3]=1[CH2:4][O:5][C:6]1[C:7]2[N:8]([C:13]([C:17]([OH:19])=O)=[C:14]([CH3:16])[N:15]=2)[CH:9]=[C:10]([CH3:12])[CH:11]=1.CN(C(ON1N=NC2C=CC=NC1=2)=[N+](C)C)C.F[P-](F)(F)(F)(F)F.C(N(CC)C(C)C)(C)C.[NH2:58][CH2:59][C@@H:60]1[CH2:64][CH2:63][CH2:62][N:61]1[C:65]([O:67][C:68]([CH3:71])([CH3:70])[CH3:69])=[O:66].O.[C:73]([OH:79])([C:75]([F:78])([F:77])[F:76])=[O:74]. Product: [F:76][C:75]([F:78])([F:77])[C:73]([OH:79])=[O:74].[F:1][C:2]1[CH:23]=[CH:22][CH:21]=[C:20]([F:24])[C:3]=1[CH2:4][O:5][C:6]1[C:7]2[N:8]([C:13]([C:17]([NH:58][CH2:59][C@@H:60]3[CH2:64][CH2:63][CH2:62][N:61]3[C:65]([O:67][C:68]([CH3:71])([CH3:70])[CH3:69])=[O:66])=[O:19])=[C:14]([CH3:16])[N:15]=2)[CH:9]=[C:10]([CH3:12])[CH:11]=1. The catalyst class is: 3.